Task: Predict which catalyst facilitates the given reaction.. Dataset: Catalyst prediction with 721,799 reactions and 888 catalyst types from USPTO (1) Reactant: [I:1][C:2]1[C:3]([CH2:11][C:12]2[NH:13][C:14]3[C:19]([N:20]=2)=[C:18]([NH2:21])[N:17]=[CH:16][N:15]=3)=[CH:4][C:5]2[O:9][CH2:8][O:7][C:6]=2[CH:10]=1.[C:22]([O:26][C:27]([N:29]([CH:44]([CH3:46])[CH3:45])[CH:30](OS(C1C=CC(C)=CC=1)(=O)=O)[CH2:31][CH3:32])=[O:28])([CH3:25])([CH3:24])[CH3:23].C([O-])([O-])=O.[Cs+].[Cs+]. Product: [C:22]([O:26][C:27](=[O:28])[N:29]([CH2:30][CH2:31][CH2:32][N:13]1[C:12]([CH2:11][C:3]2[C:2]([I:1])=[CH:10][C:6]3[O:7][CH2:8][O:9][C:5]=3[CH:4]=2)=[N:20][C:19]2[C:14]1=[N:15][CH:16]=[N:17][C:18]=2[NH2:21])[CH:44]([CH3:45])[CH3:46])([CH3:24])([CH3:25])[CH3:23]. The catalyst class is: 3. (2) Reactant: Cl[C:2]1[N:7]=[C:6]([NH:8][C:9]2[CH:14]=[CH:13][CH:12]=[CH:11][C:10]=2[S:15]([CH:18]([CH3:20])[CH3:19])(=[O:17])=[O:16])[C:5]([Cl:21])=[CH:4][N:3]=1.[CH3:22][P:23]([C:26]1[CH:32]=[CH:31][C:29]([NH2:30])=[C:28]([O:33][C:34]([F:37])([F:36])[F:35])[CH:27]=1)([CH3:25])=[O:24].[OH-].[Na+]. Product: [Cl:21][C:5]1[C:6]([NH:8][C:9]2[CH:14]=[CH:13][CH:12]=[CH:11][C:10]=2[S:15]([CH:18]([CH3:20])[CH3:19])(=[O:17])=[O:16])=[N:7][C:2]([NH:30][C:29]2[CH:31]=[CH:32][C:26]([P:23]([CH3:25])([CH3:22])=[O:24])=[CH:27][C:28]=2[O:33][C:34]([F:37])([F:35])[F:36])=[N:3][CH:4]=1. The catalyst class is: 141.